The task is: Predict the product of the given reaction.. This data is from Forward reaction prediction with 1.9M reactions from USPTO patents (1976-2016). (1) Given the reactants [F:1][C:2]1[CH:7]=[CH:6][C:5]([C:8]([CH3:18])([CH2:13][CH2:14][CH:15]([CH3:17])[CH3:16])[C:9]([O:11]C)=[O:10])=[CH:4][CH:3]=1.C1(C(CCC)(CCC)C(OC)=O)C=CC=CC=1, predict the reaction product. The product is: [F:1][C:2]1[CH:3]=[CH:4][C:5]([C:8]([CH3:18])([CH2:13][CH2:14][CH:15]([CH3:16])[CH3:17])[C:9]([OH:11])=[O:10])=[CH:6][CH:7]=1. (2) Given the reactants [Br:1][C:2]1[CH:3]=[C:4]2[C:9](=[CH:10][CH:11]=1)[C:8]([CH3:13])([CH3:12])[C:7](=[O:14])[C:6]([C:15]([NH:17][CH2:18][C:19]([O:21]C(C)(C)C)=[O:20])=[O:16])=[C:5]2[OH:26], predict the reaction product. The product is: [Br:1][C:2]1[CH:3]=[C:4]2[C:9](=[CH:10][CH:11]=1)[C:8]([CH3:13])([CH3:12])[C:7](=[O:14])[C:6]([C:15]([NH:17][CH2:18][C:19]([OH:21])=[O:20])=[O:16])=[C:5]2[OH:26]. (3) Given the reactants Br[CH2:2][C:3]([C:5]1[CH:10]=[CH:9][C:8]([N+:11]([O-:13])=[O:12])=[CH:7][CH:6]=1)=[O:4].C(Cl)Cl.[CH2:17]([NH:19][CH2:20][CH2:21]O)[CH3:18].C(N(CC)C(C)C)(C)C.C([SiH](CC)CC)C.FC(F)(F)C(O)=O, predict the reaction product. The product is: [CH2:17]([N:19]1[CH2:20][CH2:21][O:4][CH:3]([C:5]2[CH:10]=[CH:9][C:8]([N+:11]([O-:13])=[O:12])=[CH:7][CH:6]=2)[CH2:2]1)[CH3:18]. (4) Given the reactants [Na+].[C:2]([C:4]1[CH:5]=[C:6]([C:14]2[O:18][N:17]=[C:16]([C:19]3[CH:35]=[CH:34][C:22]4[CH2:23][CH2:24][N:25]([CH2:28][CH2:29][CH2:30][C:31]([O-])=[O:32])[CH2:26][CH2:27][C:21]=4[CH:20]=3)[N:15]=2)[CH:7]=[CH:8][C:9]=1[O:10][CH:11]([CH3:13])[CH3:12])#[N:3].[CH2:36]([N:38](CC)CC)C.CN.C(Cl)CCl.C1C=CC2N(O)N=NC=2C=1.C(=O)([O-])O.[Na+], predict the reaction product. The product is: [C:2]([C:4]1[CH:5]=[C:6]([C:14]2[O:18][N:17]=[C:16]([C:19]3[CH:35]=[CH:34][C:22]4[CH2:23][CH2:24][N:25]([CH2:28][CH2:29][CH2:30][C:31]([NH:38][CH3:36])=[O:32])[CH2:26][CH2:27][C:21]=4[CH:20]=3)[N:15]=2)[CH:7]=[CH:8][C:9]=1[O:10][CH:11]([CH3:13])[CH3:12])#[N:3]. (5) Given the reactants [CH3:1][O:2][C:3]1[CH:22]=[CH:21][C:6]([CH2:7][C@@H:8]2[C:12]3=[N:13][C:14]4[CH:19]=[CH:18][CH:17]=[CH:16][C:15]=4[N:11]3[C:10](=[O:20])[NH:9]2)=[CH:5][CH:4]=1.[Cl:23][C:24]1[CH:29]=[CH:28][CH:27]=[C:26]([Cl:30])[C:25]=1[CH2:31][NH2:32].C(O)(C(F)(F)F)=O, predict the reaction product. The product is: [NH:11]1[C:19]2[CH:18]=[CH:17][CH:16]=[CH:15][C:14]=2[N:13]=[C:12]1[C@H:8]([NH:9][C:10]([NH:32][CH2:31][C:25]1[C:24]([Cl:23])=[CH:29][CH:28]=[CH:27][C:26]=1[Cl:30])=[O:20])[CH2:7][C:6]1[CH:21]=[CH:22][C:3]([O:2][CH3:1])=[CH:4][CH:5]=1. (6) Given the reactants [CH3:1][O:2][C:3]1[CH:8]=[CH:7][C:6](B(O)O)=[CH:5][CH:4]=1.C(=O)([O-])[O-].[Na+].[Na+].FC(F)(F)S(O[C:24]1[CH:25]=[CH:26][C:27]2[N:33]3[C:34]([CH3:37])=[N:35][N:36]=[C:32]3[C@H:31]([CH2:38][C:39]([NH:41][CH2:42][CH3:43])=[O:40])[N:30]=[C:29]([C:44]3[CH:49]=[CH:48][C:47]([Cl:50])=[CH:46][CH:45]=3)[C:28]=2[CH:51]=1)(=O)=O.O, predict the reaction product. The product is: [Cl:50][C:47]1[CH:46]=[CH:45][C:44]([C:29]2[C:28]3[CH:51]=[C:24]([C:6]4[CH:7]=[CH:8][C:3]([O:2][CH3:1])=[CH:4][CH:5]=4)[CH:25]=[CH:26][C:27]=3[N:33]3[C:34]([CH3:37])=[N:35][N:36]=[C:32]3[C@H:31]([CH2:38][C:39]([NH:41][CH2:42][CH3:43])=[O:40])[N:30]=2)=[CH:49][CH:48]=1. (7) Given the reactants Cl.Cl.[NH2:3][C@@H:4]([CH2:7][N:8]([CH:15]([CH3:17])[CH3:16])[C:9]1[CH:14]=[CH:13][CH:12]=[CH:11][CH:10]=1)[CH2:5][OH:6].[N:18]#[C:19]Br, predict the reaction product. The product is: [CH:15]([N:8]([CH2:7][C@H:4]1[CH2:5][O:6][C:19]([NH2:18])=[N:3]1)[C:9]1[CH:14]=[CH:13][CH:12]=[CH:11][CH:10]=1)([CH3:17])[CH3:16]. (8) Given the reactants C(OC([N:8]1[CH2:12][CH2:11][C@@H:10]([O:13]C(=O)C[Cl:16])[C@H:9]1[CH2:18][N:19]1[C:27]2[CH:26]=[CH:25][C:24]([C:28]#[N:29])=[CH:23][C:22]=2[C:21]2[CH2:30][C@H:31]([NH:33][C:34]([O:36][CH:37]([CH3:39])[CH3:38])=[O:35])[CH2:32][C:20]1=2)=O)(C)(C)C.[Li+].[OH-], predict the reaction product. The product is: [ClH:16].[CH:37]([O:36][C:34](=[O:35])[NH:33][C@@H:31]1[CH2:32][C:20]2[N:19]([CH2:18][C@@H:9]3[C@H:10]([OH:13])[CH2:11][CH2:12][NH:8]3)[C:27]3[CH:26]=[CH:25][C:24]([C:28]#[N:29])=[CH:23][C:22]=3[C:21]=2[CH2:30]1)([CH3:39])[CH3:38].